Dataset: Peptide-MHC class II binding affinity with 134,281 pairs from IEDB. Task: Regression. Given a peptide amino acid sequence and an MHC pseudo amino acid sequence, predict their binding affinity value. This is MHC class II binding data. (1) The peptide sequence is VTMNDVKIEYSGTNN. The MHC is DRB1_0802 with pseudo-sequence DRB1_0802. The binding affinity (normalized) is 0.287. (2) The peptide sequence is VEIKEFANAVKLRRS. The MHC is HLA-DQA10102-DQB10602 with pseudo-sequence HLA-DQA10102-DQB10602. The binding affinity (normalized) is 0.771.